Dataset: Full USPTO retrosynthesis dataset with 1.9M reactions from patents (1976-2016). Task: Predict the reactants needed to synthesize the given product. (1) Given the product [CH3:34][CH:32]([CH3:33])[CH2:31][C@H:8]([C:4]1([C:5]([NH2:7])=[O:6])[CH2:35][CH:36]=[CH:2][CH2:1]1)[C:9](=[O:10])[NH:11][CH:12]1[N:13]=[C:14]([C:25]2[CH:30]=[CH:29][CH:28]=[CH:27][CH:26]=2)[C:15]2[CH:24]=[CH:23][CH:22]=[CH:21][C:16]=2[N:17]([CH3:20])[C:18]1=[O:19], predict the reactants needed to synthesize it. The reactants are: [CH2:1]([C:4]([CH2:35][CH:36]=C)([CH:8]([CH2:31][CH:32]([CH3:34])[CH3:33])[C:9]([NH:11][CH:12]1[C:18](=[O:19])[N:17]([CH3:20])[C:16]2[CH:21]=[CH:22][CH:23]=[CH:24][C:15]=2[C:14]([C:25]2[CH:30]=[CH:29][CH:28]=[CH:27][CH:26]=2)=[N:13]1)=[O:10])[C:5]([NH2:7])=[O:6])[CH:2]=C.C. (2) Given the product [C:1]([N:4]1[CH2:10][C@H:9]([NH:11][C:21](=[O:22])[C:20]([CH3:19])([CH3:35])[C:24]([NH:26][CH2:27][C:28]([F:33])([F:34])[C:29]([F:30])([F:31])[F:32])=[O:25])[C:8](=[O:12])[N:7]([CH2:13][CH3:14])[C:6]2[CH:15]=[CH:16][CH:17]=[CH:18][C:5]1=2)(=[O:3])[CH3:2], predict the reactants needed to synthesize it. The reactants are: [C:1]([N:4]1[CH2:10][C@H:9]([NH2:11])[C:8](=[O:12])[N:7]([CH2:13][CH3:14])[C:6]2[CH:15]=[CH:16][CH:17]=[CH:18][C:5]1=2)(=[O:3])[CH3:2].[CH3:19][C:20]([CH3:35])([C:24]([NH:26][CH2:27][C:28]([F:34])([F:33])[C:29]([F:32])([F:31])[F:30])=[O:25])[C:21](O)=[O:22]. (3) The reactants are: [C:1](Cl)(=O)C.[CH2:5]([C:17]1[CH:18]=[C:19]([CH:23]=[CH:24][CH:25]=1)[C:20]([OH:22])=[O:21])[CH2:6][CH2:7][CH2:8][CH2:9][CH2:10][CH2:11][CH2:12][CH2:13][CH2:14][CH2:15][CH3:16].C([O-])(O)=O.[Na+]. Given the product [CH2:5]([C:17]1[CH:18]=[C:19]([CH:23]=[CH:24][CH:25]=1)[C:20]([O:22][CH3:1])=[O:21])[CH2:6][CH2:7][CH2:8][CH2:9][CH2:10][CH2:11][CH2:12][CH2:13][CH2:14][CH2:15][CH3:16], predict the reactants needed to synthesize it.